Dataset: Catalyst prediction with 721,799 reactions and 888 catalyst types from USPTO. Task: Predict which catalyst facilitates the given reaction. (1) The catalyst class is: 11. Product: [CH3:31][O:30][C:28]1[CH:27]=[C:26]([CH2:32][CH2:33][C:34]2[CH:35]=[C:36]([NH:39][C:15](=[O:17])[C:14]3[CH:13]=[CH:12][C:11]([N:7]4[CH2:8][CH2:9][CH2:10][N:4]([CH2:1][CH:2]=[CH2:3])[CH2:5][CH2:6]4)=[CH:21][CH:20]=3)[NH:37][N:38]=2)[CH:25]=[C:24]([O:23][CH3:22])[CH:29]=1. Reactant: [CH2:1]([N:4]1[CH2:10][CH2:9][CH2:8][N:7]([C:11]2[CH:21]=[CH:20][C:14]([C:15]([O:17]CC)=O)=[CH:13][CH:12]=2)[CH2:6][CH2:5]1)[CH:2]=[CH2:3].[CH3:22][O:23][C:24]1[CH:25]=[C:26]([CH2:32][CH2:33][C:34]2[CH:35]=[C:36]([NH2:39])[NH:37][N:38]=2)[CH:27]=[C:28]([O:30][CH3:31])[CH:29]=1.C[Al](C)C.C(Cl)Cl.CCOCC. (2) Reactant: [C:1]([O:5][C:6]([N:8]1[CH2:13][CH2:12][CH:11]([C:14]2[N:15]([CH2:20][CH2:21][N:22]([CH3:24])[CH3:23])[CH:16]=[C:17](Br)[N:18]=2)[CH2:10][CH2:9]1)=[O:7])([CH3:4])([CH3:3])[CH3:2].[Cl:25][C:26]1[CH:31]=[CH:30][C:29](B(O)O)=[CH:28][CH:27]=1.C([O-])([O-])=O.[Na+].[Na+].C(O)C. Product: [C:1]([O:5][C:6]([N:8]1[CH2:13][CH2:12][CH:11]([C:14]2[N:15]([CH2:20][CH2:21][N:22]([CH3:24])[CH3:23])[CH:16]=[C:17]([C:29]3[CH:30]=[CH:31][C:26]([Cl:25])=[CH:27][CH:28]=3)[N:18]=2)[CH2:10][CH2:9]1)=[O:7])([CH3:4])([CH3:3])[CH3:2]. The catalyst class is: 206.